From a dataset of Experimentally validated miRNA-target interactions with 360,000+ pairs, plus equal number of negative samples. Binary Classification. Given a miRNA mature sequence and a target amino acid sequence, predict their likelihood of interaction. The miRNA is hsa-miR-4760-5p with sequence UUUAGAUUGAACAUGAAGUUAG. The protein sequence of the target gene is MDPLGAPSQFVDVDTLPSWGDSCQDELNSSDTTAEIFQEDTVRSPFLYNKDVNGKVVLWKGDVALLNCTAIVNTSNESLTDKNPVSESIFMLAGPDLKEDLQKLKGCRTGEAKLTKGFNLAARFIIHTVGPKYKSRYRTAAESSLYSCYRNVLQLAKEQSMSSVGFCVINSAKRGYPLEDATHIALRTVRRFLEIHGETIEKVVFAVSDLEEGTYQKLLPLYFPRSLKEENRSLPYLPADIGNAEGEPVVPERQIRISEKPGAPEDNQEEEDEGLGVDLSFIGSHAFARMEGDIDKQRKL.... Result: 1 (interaction).